This data is from Full USPTO retrosynthesis dataset with 1.9M reactions from patents (1976-2016). The task is: Predict the reactants needed to synthesize the given product. (1) The reactants are: Cl.[C:2]([C:4]1[CH:5]=[C:6]([CH2:11][CH2:12][C:13]2([NH:19][C:20](=[O:29])[O:21][CH2:22][C:23]3[CH:28]=[CH:27][CH:26]=[CH:25][CH:24]=3)[CH2:18][CH2:17][NH:16][CH2:15][CH2:14]2)[CH:7]=[CH:8][C:9]=1[F:10])#[N:3].[N:30]1([C:35]2[CH:40]=[CH:39][C:38]([CH2:41][C:42](O)=[O:43])=[CH:37][CH:36]=2)[CH:34]=[N:33][N:32]=[N:31]1.CCN(C(C)C)C(C)C.N1C=CC=CC=1. Given the product [C:2]([C:4]1[CH:5]=[C:6]([CH2:11][CH2:12][C:13]2([NH:19][C:20](=[O:29])[O:21][CH2:22][C:23]3[CH:28]=[CH:27][CH:26]=[CH:25][CH:24]=3)[CH2:18][CH2:17][N:16]([C:42](=[O:43])[CH2:41][C:38]3[CH:37]=[CH:36][C:35]([N:30]4[CH:34]=[N:33][N:32]=[N:31]4)=[CH:40][CH:39]=3)[CH2:15][CH2:14]2)[CH:7]=[CH:8][C:9]=1[F:10])#[N:3], predict the reactants needed to synthesize it. (2) Given the product [Br:41][C:4]1[S:3][C:2]2[N:24]([S:25]([C:28]3[CH:29]=[CH:30][C:31]([CH3:34])=[CH:32][CH:33]=3)(=[O:26])=[O:27])[N:23]=[C:7]([N:8]3[CH2:13][CH:12]4[CH2:14][CH:9]3[CH2:10][CH:11]4[O:15][CH2:16][CH2:17][N:18]3[CH2:19][CH2:20][CH2:21][CH2:22]3)[C:6]=2[C:5]=1[C:35]1[CH:40]=[CH:39][CH:38]=[CH:37][CH:36]=1, predict the reactants needed to synthesize it. The reactants are: Br[C:2]1[S:3][C:4]([Br:41])=[C:5]([C:35]2[CH:40]=[CH:39][CH:38]=[CH:37][CH:36]=2)[C:6]=1/[C:7](=[N:23]/[NH:24][S:25]([C:28]1[CH:33]=[CH:32][C:31]([CH3:34])=[CH:30][CH:29]=1)(=[O:27])=[O:26])/[N:8]1[CH2:13][CH:12]2[CH2:14][CH:9]1[CH2:10][CH:11]2[O:15][CH2:16][CH2:17][N:18]1[CH2:22][CH2:21][CH2:20][CH2:19]1.C(=O)([O-])[O-].[K+].[K+]. (3) The reactants are: FC1C=CC(B2OC(C)(C)C(C)(C)O2)=CC=1C#N.[OH:19][CH:20]1[CH2:23][N:22]([C:24]2[CH:31]=[CH:30][C:29]([B:32]3[O:36][C:35]([CH3:38])([CH3:37])[C:34]([CH3:40])([CH3:39])[O:33]3)=[CH:28][C:25]=2[C:26]#[N:27])[CH2:21]1.C(=O)([O-])[O-].[K+].[K+].Cl.OC1CNC1. Given the product [OH:19][CH:20]1[CH2:21][N:22]([C:24]2[CH:31]=[CH:30][C:29]([B:32]3[O:36][C:35]([CH3:38])([CH3:37])[C:34]([CH3:40])([CH3:39])[O:33]3)=[CH:28][C:25]=2[C:26]#[N:27])[CH2:23]1, predict the reactants needed to synthesize it. (4) Given the product [CH3:22][C:17]1[CH:16]=[C:15]([N:5]([CH2:6][CH2:7][C:8]2[CH:9]=[CH:10][C:11]([CH3:14])=[CH:12][CH:13]=2)[C:3]([CH:2]([C:23]2[CH:28]=[CH:27][CH:26]=[CH:25][CH:24]=2)[NH:1][C:29](=[O:32])[CH2:30][CH3:31])=[O:4])[CH:20]=[CH:19][C:18]=1[CH3:21], predict the reactants needed to synthesize it. The reactants are: [NH2:1][CH:2]([C:23]1[CH:28]=[CH:27][CH:26]=[CH:25][CH:24]=1)[C:3]([N:5]([C:15]1[CH:20]=[CH:19][C:18]([CH3:21])=[C:17]([CH3:22])[CH:16]=1)[CH2:6][CH2:7][C:8]1[CH:13]=[CH:12][C:11]([CH3:14])=[CH:10][CH:9]=1)=[O:4].[C:29](O)(=[O:32])[CH2:30][CH3:31]. (5) Given the product [O:8]1[CH2:9][CH2:10][CH:6]([C:4](=[O:5])[CH2:12][CH3:13])[CH2:7]1, predict the reactants needed to synthesize it. The reactants are: CON(C)[C:4]([CH:6]1[CH2:10][CH2:9][O:8][CH2:7]1)=[O:5].[CH2:12]([Mg]Br)[CH3:13]. (6) Given the product [CH2:29]([O:28][C:26](=[O:27])[NH:25][C@@H:23]([CH3:24])[CH2:22][N:20]1[C:21]2[C:17](=[CH:16][CH:15]=[C:14]3[O:36][C:11]([CH2:9][OH:8])=[CH:12][C:13]3=2)[CH:18]=[N:19]1)[C:30]1[CH:35]=[CH:34][CH:33]=[CH:32][CH:31]=1, predict the reactants needed to synthesize it. The reactants are: C([O:8][C:9]([C:11]1[O:36][C:14]2=[CH:15][CH:16]=[C:17]3[C:21]([N:20]([CH2:22][C@@H:23]([NH:25][C:26]([O:28][CH2:29][C:30]4[CH:35]=[CH:34][CH:33]=[CH:32][CH:31]=4)=[O:27])[CH3:24])[N:19]=[CH:18]3)=[C:13]2[CH:12]=1)=O)C1C=CC=CC=1.[Cl-].[Ca+2].[Cl-].[BH4-].[Na+]. (7) Given the product [C:38]1([C:41]2[CH:46]=[CH:45][CH:44]=[CH:43][CH:42]=2)[CH:37]=[CH:36][C:35]([CH2:34][CH2:33][NH:32][C:28]2[N:27]=[C:26]([Cl:47])[N:25]=[C:24]3[C:29]=2[N:30]=[CH:31][N:23]3[C@H:15]2[C@@H:16]3[O:17][C:18]([CH3:21])([CH3:22])[O:19][C@@H:20]3[C@@H:13]([CH2:65][S:50][CH2:51][CH2:52][CH:53]([NH:54][C:55]([O:56][C:57]([CH3:60])([CH3:59])[CH3:58])=[O:61])[C:49]([O:63][CH3:62])=[O:48])[O:14]2)=[CH:40][CH:39]=1, predict the reactants needed to synthesize it. The reactants are: CC1C=CC(S(OC[C@@H:13]2[C@@H:20]3[C@@H:16]([O:17][C:18]([CH3:22])([CH3:21])[O:19]3)[C@H:15]([N:23]3[CH:31]=[N:30][C:29]4[C:24]3=[N:25][C:26]([Cl:47])=[N:27][C:28]=4[NH:32][CH2:33][CH2:34][C:35]3[CH:40]=[CH:39][C:38]([C:41]4[CH:46]=[CH:45][CH:44]=[CH:43][CH:42]=4)=[CH:37][CH:36]=3)[O:14]2)(=O)=O)=CC=1.[O:48]=[C:49]1[CH:53]([NH:54][C:55](=[O:61])[O:56][C:57]([CH3:60])([CH3:59])[CH3:58])[CH2:52][CH2:51][S:50]1.[CH3:62][O-:63].[Na+].[CH3:65]O.